From a dataset of Full USPTO retrosynthesis dataset with 1.9M reactions from patents (1976-2016). Predict the reactants needed to synthesize the given product. Given the product [CH3:1][C:2]1[C:6]([CH:7]2[CH2:12][CH2:11][CH2:10][CH:9]([OH:13])[CH2:8]2)=[CH:5][N:4]([C:14]2[CH:19]=[CH:18][N:17]=[C:16]3[N:20]([CH2:23][O:24][CH2:25][CH2:26][Si:27]([CH3:28])([CH3:30])[CH3:29])[CH:21]=[CH:22][C:15]=23)[N:3]=1, predict the reactants needed to synthesize it. The reactants are: [CH3:1][C:2]1[C:6]([C:7]2[CH2:12][CH2:11][CH2:10][C:9](=[O:13])[CH:8]=2)=[CH:5][N:4]([C:14]2[CH:19]=[CH:18][N:17]=[C:16]3[N:20]([CH2:23][O:24][CH2:25][CH2:26][Si:27]([CH3:30])([CH3:29])[CH3:28])[CH:21]=[CH:22][C:15]=23)[N:3]=1.CO.[BH4-].[Na+].